This data is from Forward reaction prediction with 1.9M reactions from USPTO patents (1976-2016). The task is: Predict the product of the given reaction. (1) Given the reactants S([O-])([O-])(=O)=O.[Mg+2].S(=O)(=O)(O)O.[Cl:12][C@@H:13]([CH3:17])[C:14]([OH:16])=[O:15].[C:18](O)([CH3:21])([CH3:20])[CH3:19].C(=O)(O)[O-].[Na+], predict the reaction product. The product is: [Cl:12][C@@H:13]([CH3:17])[C:14]([O:16][C:18]([CH3:21])([CH3:20])[CH3:19])=[O:15]. (2) Given the reactants C(OC(=O)[NH:7][CH2:8][CH2:9][CH2:10][O:11][C:12]1[CH:17]=[CH:16][CH:15]=[C:14]([C:18]2[N:26]=[CH:25][N:24]=[C:23]3[C:19]=2[N:20]=[CH:21][N:22]3C2CCCCO2)[CH:13]=1)(C)(C)C.Cl, predict the reaction product. The product is: [N:26]1[C:18]([C:14]2[CH:13]=[C:12]([CH:17]=[CH:16][CH:15]=2)[O:11][CH2:10][CH2:9][CH2:8][NH2:7])=[C:19]2[C:23]([NH:22][CH:21]=[N:20]2)=[N:24][CH:25]=1. (3) The product is: [C:32]([O:31][C:30]([NH:29][C@@H:27]([CH3:28])[CH2:26][O:25][C:18]1[CH:17]=[C:16]([S:1][CH2:2][CH2:3][C:4]([O:6][CH2:7][CH:8]([CH2:13][CH3:14])[CH2:9][CH2:10][CH2:11][CH3:12])=[O:5])[C:21]([N+:22]([O-:24])=[O:23])=[CH:20][N:19]=1)=[O:36])([CH3:35])([CH3:33])[CH3:34]. Given the reactants [SH:1][CH2:2][CH2:3][C:4]([O:6][CH2:7][CH:8]([CH2:13][CH3:14])[CH2:9][CH2:10][CH2:11][CH3:12])=[O:5].Cl[C:16]1[C:21]([N+:22]([O-:24])=[O:23])=[CH:20][N:19]=[C:18]([O:25][CH2:26][C@@H:27]([NH:29][C:30](=[O:36])[O:31][C:32]([CH3:35])([CH3:34])[CH3:33])[CH3:28])[CH:17]=1.C(N(CC)CC)C.CN(C=O)C, predict the reaction product. (4) Given the reactants COC1C=C(C(C2C=CC=C(OC)C=2)=O)C=CC=1.C(OP(CC#N)(=O)OCC)C.C[Si]([N-][Si](C)(C)C)(C)C.[Li+].[CH3:40][O:41][C:42]1[CH:43]=[C:44]([C:50]([C:54]2[CH:59]=[CH:58][CH:57]=[C:56]([O:60][CH3:61])[CH:55]=2)=[CH:51][C:52]#[N:53])[CH:45]=[C:46](OC)[CH:47]=1, predict the reaction product. The product is: [CH3:61][O:60][C:56]1[CH:55]=[C:54]([C:50]([C:44]2[CH:45]=[CH:46][CH:47]=[C:42]([O:41][CH3:40])[CH:43]=2)=[CH:51][C:52]#[N:53])[CH:59]=[CH:58][CH:57]=1. (5) Given the reactants C(OC([NH:11][C@@H:12]([CH2:32][CH3:33])[CH:13]([C:22]1([C:25](OC(C)(C)C)=[O:26])[CH2:24][CH2:23]1)[O:14][Si:15]([C:18]([CH3:21])([CH3:20])[CH3:19])([CH3:17])[CH3:16])=O)C1C=CC=CC=1, predict the reaction product. The product is: [Si:15]([O:14][CH:13]1[C:22]2([CH2:24][CH2:23]2)[C:25](=[O:26])[NH:11][C@H:12]1[CH2:32][CH3:33])([C:18]([CH3:21])([CH3:20])[CH3:19])([CH3:17])[CH3:16]. (6) Given the reactants [F:1][C:2]([F:17])([F:16])[CH2:3][O:4][C:5]1[CH:10]=[CH:9][C:8]([SH:11])=[C:7]([C:12]([F:15])([F:14])[F:13])[CH:6]=1.CC(C)([O-])C.[K+].[C:24]([C:26]1([NH:29][C:30]([C@H:32]2[N:36]([C:37]([C:39]3([CH3:42])[CH2:41][CH2:40]3)=[O:38])[CH2:35][C@@H:34](OS(C3C=CC=CC=3)(=O)=O)[CH2:33]2)=[O:31])[CH2:28][CH2:27]1)#[N:25].O, predict the reaction product. The product is: [C:24]([C:26]1([NH:29][C:30]([C@@H:32]2[CH2:33][C@@H:34]([S:11][C:8]3[CH:9]=[CH:10][C:5]([O:4][CH2:3][C:2]([F:1])([F:16])[F:17])=[CH:6][C:7]=3[C:12]([F:13])([F:14])[F:15])[CH2:35][N:36]2[C:37]([C:39]2([CH3:42])[CH2:41][CH2:40]2)=[O:38])=[O:31])[CH2:27][CH2:28]1)#[N:25]. (7) Given the reactants [Cl:1][C:2]1[CH:7]=[C:6]([Cl:8])[CH:5]=[CH:4][C:3]=1[N:9]1[C:13]([C:14]2[CH:19]=[CH:18][C:17]([O:20][S:21]([CH2:24][CH2:25][C:26]([F:29])([F:28])[F:27])(=[O:23])=[O:22])=[CH:16][CH:15]=2)=[C:12]([CH3:30])[C:11]([C:31]([O:33]CC(Cl)(Cl)Cl)=[O:32])=[N:10]1.C(Cl)Cl, predict the reaction product. The product is: [Cl:1][C:2]1[CH:7]=[C:6]([Cl:8])[CH:5]=[CH:4][C:3]=1[N:9]1[C:13]([C:14]2[CH:15]=[CH:16][C:17]([O:20][S:21]([CH2:24][CH2:25][C:26]([F:29])([F:27])[F:28])(=[O:22])=[O:23])=[CH:18][CH:19]=2)=[C:12]([CH3:30])[C:11]([C:31]([OH:33])=[O:32])=[N:10]1. (8) Given the reactants [Cl:1][S:2]([OH:5])(=O)=[O:3].[CH2:6]1[C:14]2[C:9](=[CH:10][CH:11]=[CH:12][CH:13]=2)[CH2:8][CH:7]1[NH:15][C:16](=[O:18])[CH3:17], predict the reaction product. The product is: [C:16]([NH:15][CH:7]1[CH2:8][C:9]2[C:14](=[CH:13][CH:12]=[C:11]([S:2]([Cl:1])(=[O:5])=[O:3])[CH:10]=2)[CH2:6]1)(=[O:18])[CH3:17].